Dataset: Antibody developability classification from SAbDab with 2,409 antibodies. Task: Regression/Classification. Given an antibody's heavy chain and light chain sequences, predict its developability. TAP uses regression for 5 developability metrics; SAbDab uses binary classification. The antibody is ['QVQLQQPGAELLKPGASVKLSCKASGYSFSNYWMHWVKQRPGQGPEWIGMIHPNSGNTKYNEKFKNKATLTVDKSSSMVYMQLSSLTSEDSAVFYCARLGNDMDYWGQGTSVTVSS', 'DIVMSQSPSSLAVSVGEKITMSCKSSQSLLYSNNEKNYLAWYQQKPGQSPKLLIYWASARDSGVPDRFTGSGSGTDFTLTISSVKAEDLAVFYCQQYYSYPYTFGGGTKLEIK']. Result: 0 (not developable).